From a dataset of Full USPTO retrosynthesis dataset with 1.9M reactions from patents (1976-2016). Predict the reactants needed to synthesize the given product. (1) Given the product [C:22]([O:21][C:19]([NH:1][CH2:2][CH2:3][CH2:4][NH:5][C:6]1[CH:7]=[C:8]([CH:13]=[CH:14][C:15]=1[N+:16]([O-:18])=[O:17])[C:9]([O:11][CH3:12])=[O:10])=[O:20])([CH3:25])([CH3:24])[CH3:23], predict the reactants needed to synthesize it. The reactants are: [NH2:1][CH2:2][CH2:3][CH2:4][NH:5][C:6]1[CH:7]=[C:8]([CH:13]=[CH:14][C:15]=1[N+:16]([O-:18])=[O:17])[C:9]([O:11][CH3:12])=[O:10].[C:19](O[C:19]([O:21][C:22]([CH3:25])([CH3:24])[CH3:23])=[O:20])([O:21][C:22]([CH3:25])([CH3:24])[CH3:23])=[O:20]. (2) Given the product [CH3:14][O:13][C:3]1[CH:4]=[CH:5][C:6]([CH2:8][CH2:9][NH2:10])=[CH:7][C:2]=1[CH3:1], predict the reactants needed to synthesize it. The reactants are: [CH3:1][C:2]1[CH:7]=[C:6](/[CH:8]=[CH:9]/[N+:10]([O-])=O)[CH:5]=[CH:4][C:3]=1[O:13][CH3:14].B.Cl.